Dataset: Reaction yield outcomes from USPTO patents with 853,638 reactions. Task: Predict the reaction yield, written as a fraction of the theoretical maximum amount of product (1.0 means a 100% yield; for example, 0.34 means a 34% yield). (1) The reactants are [O-][CH2:2]C.[Na+].[NH2:5][C:6]1[CH:11]=[C:10]([O:12][CH2:13][C:14]2[CH:19]=[CH:18][CH:17]=[CH:16][CH:15]=2)[C:9]([O:20][CH3:21])=[CH:8][C:7]=1[C:22](=[O:24])[CH3:23].C(OCC)=O.Cl. The catalyst is COCCOC.O. The product is [CH2:13]([O:12][C:10]1[CH:11]=[C:6]2[C:7]([C:22]([OH:24])=[CH:23][CH:2]=[N:5]2)=[CH:8][C:9]=1[O:20][CH3:21])[C:14]1[CH:19]=[CH:18][CH:17]=[CH:16][CH:15]=1. The yield is 0.720. (2) The reactants are [CH3:1][N:2]1[C:7](=[O:8])[C:6]([NH:9][C:10]2[CH:19]=[C:13]3[CH2:14][N:15]([CH3:18])[CH2:16][CH2:17][N:12]3[N:11]=2)=[CH:5][C:4]([C:20]2[C:25]([CH:26]=[O:27])=[C:24]([N:28]3[C:40](=[O:41])[C:32]4[CH:33]=[C:34]5[N:39]([C:31]=4[CH:30]=[N:29]3)[CH2:38][CH2:37][CH2:36][CH2:35]5)[N:23]=[CH:22][CH:21]=2)=[CH:3]1.[BH4-].[Na+]. The catalyst is CO. The product is [OH:27][CH2:26][C:25]1[C:24]([N:28]2[C:40](=[O:41])[C:32]3[CH:33]=[C:34]4[N:39]([C:31]=3[CH:30]=[N:29]2)[CH2:38][CH2:37][CH2:36][CH2:35]4)=[N:23][CH:22]=[CH:21][C:20]=1[C:4]1[CH:5]=[C:6]([NH:9][C:10]2[CH:19]=[C:13]3[CH2:14][N:15]([CH3:18])[CH2:16][CH2:17][N:12]3[N:11]=2)[C:7](=[O:8])[N:2]([CH3:1])[CH:3]=1. The yield is 0.750. (3) The reactants are [Cl:1][C:2]1[CH:3]=[C:4]([CH:8]([C:12]2([OH:18])[CH2:17][CH2:16][CH2:15][CH2:14][CH2:13]2)[C:9]([OH:11])=O)[CH:5]=[CH:6][CH:7]=1.F[P-](F)(F)(F)(F)F.N1(O[P+](N(C)C)(N(C)C)N(C)C)C2C=CC=CC=2N=N1.[N:46]1([C:52]([O:54][C:55]([CH3:58])([CH3:57])[CH3:56])=[O:53])[CH2:51][CH2:50][NH:49][CH2:48][CH2:47]1.C(N(CC)CC)C. The catalyst is C(Cl)Cl. The product is [Cl:1][C:2]1[CH:3]=[C:4]([CH:8]([C:12]2([OH:18])[CH2:17][CH2:16][CH2:15][CH2:14][CH2:13]2)[C:9]([N:49]2[CH2:48][CH2:47][N:46]([C:52]([O:54][C:55]([CH3:58])([CH3:57])[CH3:56])=[O:53])[CH2:51][CH2:50]2)=[O:11])[CH:5]=[CH:6][CH:7]=1. The yield is 0.810. (4) The reactants are [OH:1][C:2]1[CH:10]=[CH:9][CH:8]=[C:7]2[C:3]=1[CH2:4][CH2:5][C:6]2=[O:11].N1C=CN=C1.[Si:17](Cl)([C:20]([CH3:23])([CH3:22])[CH3:21])([CH3:19])[CH3:18]. The catalyst is C(Cl)Cl.CCOC(C)=O. The product is [C:20]([Si:17]([CH3:19])([CH3:18])[O:1][C:2]1[CH:10]=[CH:9][CH:8]=[C:7]2[C:3]=1[CH2:4][CH2:5][C:6]2=[O:11])([CH3:23])([CH3:22])[CH3:21]. The yield is 0.900. (5) The reactants are [CH2:1]([O:8][C:9]1[CH:16]=[C:15](F)[CH:14]=[CH:13][C:10]=1[C:11]#[N:12])[C:2]1[CH:7]=[CH:6][CH:5]=[CH:4][CH:3]=1.O.[NH2:19][NH2:20]. The catalyst is C(O)C. The product is [CH2:1]([O:8][C:9]1[CH:16]=[C:15]([NH:19][NH2:20])[CH:14]=[CH:13][C:10]=1[C:11]#[N:12])[C:2]1[CH:7]=[CH:6][CH:5]=[CH:4][CH:3]=1. The yield is 0.750. (6) The reactants are C[Si](C)(C)[C:3]#[C:4][CH:5]=[CH:6][C:7]#[C:8][CH2:9][CH2:10][CH2:11][CH3:12].CCCC[N+](CCCC)(CCCC)CCCC.[F-]. No catalyst specified. The product is [CH:3]#[C:4][CH:5]=[CH:6][C:7]#[C:8][CH2:9][CH2:10][CH2:11][CH3:12]. The yield is 0.800.